Task: Regression. Given two drug SMILES strings and cell line genomic features, predict the synergy score measuring deviation from expected non-interaction effect.. Dataset: NCI-60 drug combinations with 297,098 pairs across 59 cell lines (1) Drug 1: CN1CCC(CC1)COC2=C(C=C3C(=C2)N=CN=C3NC4=C(C=C(C=C4)Br)F)OC. Drug 2: CC=C1C(=O)NC(C(=O)OC2CC(=O)NC(C(=O)NC(CSSCCC=C2)C(=O)N1)C(C)C)C(C)C. Cell line: UACC62. Synergy scores: CSS=59.1, Synergy_ZIP=-5.06, Synergy_Bliss=-8.76, Synergy_Loewe=-45.0, Synergy_HSA=-6.97. (2) Drug 1: CC1=C2C(C(=O)C3(C(CC4C(C3C(C(C2(C)C)(CC1OC(=O)C(C(C5=CC=CC=C5)NC(=O)OC(C)(C)C)O)O)OC(=O)C6=CC=CC=C6)(CO4)OC(=O)C)OC)C)OC. Drug 2: CS(=O)(=O)OCCCCOS(=O)(=O)C. Cell line: MALME-3M. Synergy scores: CSS=10.8, Synergy_ZIP=-7.17, Synergy_Bliss=-8.12, Synergy_Loewe=-17.8, Synergy_HSA=-8.87. (3) Drug 1: CCCS(=O)(=O)NC1=C(C(=C(C=C1)F)C(=O)C2=CNC3=C2C=C(C=N3)C4=CC=C(C=C4)Cl)F. Drug 2: C1CN(P(=O)(OC1)NCCCl)CCCl. Cell line: LOX IMVI. Synergy scores: CSS=37.4, Synergy_ZIP=4.04, Synergy_Bliss=4.80, Synergy_Loewe=-2.79, Synergy_HSA=6.29. (4) Drug 1: CC1=C(C(=CC=C1)Cl)NC(=O)C2=CN=C(S2)NC3=CC(=NC(=N3)C)N4CCN(CC4)CCO. Drug 2: CN(CC1=CN=C2C(=N1)C(=NC(=N2)N)N)C3=CC=C(C=C3)C(=O)NC(CCC(=O)O)C(=O)O. Cell line: SK-MEL-5. Synergy scores: CSS=12.8, Synergy_ZIP=-6.22, Synergy_Bliss=0.878, Synergy_Loewe=-9.97, Synergy_HSA=1.33. (5) Drug 1: C1CCN(CC1)CCOC2=CC=C(C=C2)C(=O)C3=C(SC4=C3C=CC(=C4)O)C5=CC=C(C=C5)O. Drug 2: CCN(CC)CCNC(=O)C1=C(NC(=C1C)C=C2C3=C(C=CC(=C3)F)NC2=O)C. Cell line: MCF7. Synergy scores: CSS=10.5, Synergy_ZIP=-1.46, Synergy_Bliss=3.70, Synergy_Loewe=1.94, Synergy_HSA=4.29. (6) Drug 1: CCC(=C(C1=CC=CC=C1)C2=CC=C(C=C2)OCCN(C)C)C3=CC=CC=C3.C(C(=O)O)C(CC(=O)O)(C(=O)O)O. Drug 2: C(=O)(N)NO. Cell line: HCT-15. Synergy scores: CSS=-2.20, Synergy_ZIP=-0.987, Synergy_Bliss=-6.79, Synergy_Loewe=-1.38, Synergy_HSA=-6.21. (7) Drug 1: C1CC(=O)NC(=O)C1N2CC3=C(C2=O)C=CC=C3N. Drug 2: COC1=C2C(=CC3=C1OC=C3)C=CC(=O)O2. Cell line: SF-268. Synergy scores: CSS=2.59, Synergy_ZIP=4.30, Synergy_Bliss=-3.88, Synergy_Loewe=-3.37, Synergy_HSA=-4.43. (8) Drug 1: CN(CC1=CN=C2C(=N1)C(=NC(=N2)N)N)C3=CC=C(C=C3)C(=O)NC(CCC(=O)O)C(=O)O. Drug 2: CC1=C(C(=O)C2=C(C1=O)N3CC4C(C3(C2COC(=O)N)OC)N4)N. Cell line: HL-60(TB). Synergy scores: CSS=66.7, Synergy_ZIP=-0.0398, Synergy_Bliss=-3.70, Synergy_Loewe=-3.47, Synergy_HSA=-0.943. (9) Drug 1: CN(C)N=NC1=C(NC=N1)C(=O)N. Drug 2: C1=NNC2=C1C(=O)NC=N2. Cell line: CCRF-CEM. Synergy scores: CSS=34.4, Synergy_ZIP=-2.29, Synergy_Bliss=-3.80, Synergy_Loewe=-2.61, Synergy_HSA=-0.238.